This data is from Forward reaction prediction with 1.9M reactions from USPTO patents (1976-2016). The task is: Predict the product of the given reaction. (1) Given the reactants [CH3:1][O:2][C:3]1[CH:8]=[CH:7][C:6]([C:9]([OH:11])=O)=[CH:5][N:4]=1.CCN(C(C)C)C(C)C.CN(C(ON1N=NC2C=CC=NC1=2)=[N+](C)C)C.F[P-](F)(F)(F)(F)F.[CH3:45][C@H:46]1[CH2:51][O:50][CH2:49][CH2:48][N:47]1[C:52]1[CH:57]=[C:56]([N:58]2[CH2:63][CH2:62][O:61][CH2:60][C@@H:59]2[CH3:64])[N:55]=[C:54]([NH2:65])[N:53]=1, predict the reaction product. The product is: [CH3:45][C@H:46]1[CH2:51][O:50][CH2:49][CH2:48][N:47]1[C:52]1[CH:57]=[C:56]([N:58]2[CH2:63][CH2:62][O:61][CH2:60][C@@H:59]2[CH3:64])[N:55]=[C:54]([NH:65][C:9]([C:6]2[CH:5]=[N:4][C:3]([O:2][CH3:1])=[CH:8][CH:7]=2)=[O:11])[N:53]=1. (2) Given the reactants [F:1][C:2]1[CH:7]=[C:6]([C:8]([F:11])([F:10])[F:9])[CH:5]=[CH:4][C:3]=1[C:12]1[N:16]=[N:15][N:14]([C:17]2[CH:22]=[CH:21][C:20]([O:23]C)=[CH:19][CH:18]=2)[C:13]=1[NH2:25].B(Br)(Br)Br.CO.[OH-].[Na+], predict the reaction product. The product is: [NH2:25][C:13]1[N:14]([C:17]2[CH:22]=[CH:21][C:20]([OH:23])=[CH:19][CH:18]=2)[N:15]=[N:16][C:12]=1[C:3]1[CH:4]=[CH:5][C:6]([C:8]([F:9])([F:10])[F:11])=[CH:7][C:2]=1[F:1]. (3) Given the reactants Br[C:2]1[CH:23]=[CH:22][C:5]([C:6]([NH:8][S:9]([C:12]2[CH:17]=[CH:16][CH:15]=[CH:14][C:13]=2[S:18](=[O:21])(=[O:20])[NH2:19])(=[O:11])=[O:10])=[O:7])=[CH:4][C:3]=1[O:24][CH2:25][CH2:26][C:27]([F:30])([F:29])[F:28].[CH:31]1([C:36]#[CH:37])[CH2:35][CH2:34][CH2:33][CH2:32]1, predict the reaction product. The product is: [CH:31]1([C:36]#[C:37][C:2]2[CH:23]=[CH:22][C:5]([C:6]([NH:8][S:9]([C:12]3[CH:17]=[CH:16][CH:15]=[CH:14][C:13]=3[S:18](=[O:21])(=[O:20])[NH2:19])(=[O:11])=[O:10])=[O:7])=[CH:4][C:3]=2[O:24][CH2:25][CH2:26][C:27]([F:30])([F:29])[F:28])[CH2:35][CH2:34][CH2:33][CH2:32]1. (4) Given the reactants Cl.O1CCOCC1.[Cl:8][C:9]1[CH:14]=[C:13]([NH:15][C:16](=[O:23])[C:17]2[CH:22]=[CH:21][CH:20]=[CH:19][N:18]=2)[CH:12]=[CH:11][C:10]=1[N:24]1[CH2:29][CH2:28][N:27](C(OC(C)(C)C)=O)[CH2:26][CH2:25]1, predict the reaction product. The product is: [Cl:8][C:9]1[CH:14]=[C:13]([NH:15][C:16](=[O:23])[C:17]2[CH:22]=[CH:21][CH:20]=[CH:19][N:18]=2)[CH:12]=[CH:11][C:10]=1[N:24]1[CH2:29][CH2:28][NH:27][CH2:26][CH2:25]1. (5) Given the reactants [CH3:1][O:2][C:3]([C:5]1[CH:10]([C:11]2[CH:16]=[CH:15][C:14]([C:17]#[N:18])=[CH:13][CH:12]=2)[N:9]2[C:19](=[O:34])[N:20]([CH2:22][CH2:23][CH2:24][N:25](C(OC(C)(C)C)=O)[CH3:26])[N:21]=[C:8]2[N:7]([C:35]2[CH:40]=[CH:39][CH:38]=[C:37]([C:41]([F:44])([F:43])[F:42])[CH:36]=2)[C:6]=1[CH3:45])=[O:4].C(N(CC)CC)C.[CH3:53][S:54](Cl)(=[O:56])=[O:55], predict the reaction product. The product is: [CH3:1][O:2][C:3]([C:5]1[CH:10]([C:11]2[CH:16]=[CH:15][C:14]([C:17]#[N:18])=[CH:13][CH:12]=2)[N:9]2[C:19](=[O:34])[N:20]([CH2:22][CH2:23][CH2:24][N:25]([S:54]([CH3:53])(=[O:56])=[O:55])[CH3:26])[N:21]=[C:8]2[N:7]([C:35]2[CH:40]=[CH:39][CH:38]=[C:37]([C:41]([F:44])([F:43])[F:42])[CH:36]=2)[C:6]=1[CH3:45])=[O:4]. (6) Given the reactants [B-](F)(F)(F)F.C1C=CN=CC=1.C1C=CN=CC=1.[IH2+:18].[CH3:19][O:20][C:21]1[CH:33]=[CH:32][C:24]([CH2:25][C:26]2[CH:27]=[N:28][CH:29]=[CH:30][CH:31]=2)=[CH:23][CH:22]=1.C(O)(C(F)(F)F)=O, predict the reaction product. The product is: [I:18][C:33]1[CH:32]=[C:24]([CH:23]=[CH:22][C:21]=1[O:20][CH3:19])[CH2:25][C:26]1[CH:27]=[N:28][CH:29]=[CH:30][CH:31]=1. (7) Given the reactants Br[C:2]1[C:3](=[O:10])[N:4]([CH3:9])[CH:5]=[C:6]([Br:8])[CH:7]=1.[CH2:11]([C:13]1[NH:17][N:16]=[C:15]([NH2:18])[CH:14]=1)[CH3:12].CC1(C)C2C=CC=C(P(C3C=CC=CC=3)C3C=CC=CC=3)C=2OC2C1=CC=CC=2P(C1C=CC=CC=1)C1C=CC=CC=1.C([O-])([O-])=O.[Cs+].[Cs+], predict the reaction product. The product is: [Br:8][C:6]1[CH:7]=[C:2]([NH:18][C:15]2[CH:14]=[C:13]([CH2:11][CH3:12])[NH:17][N:16]=2)[C:3](=[O:10])[N:4]([CH3:9])[CH:5]=1.